Dataset: NCI-60 drug combinations with 297,098 pairs across 59 cell lines. Task: Regression. Given two drug SMILES strings and cell line genomic features, predict the synergy score measuring deviation from expected non-interaction effect. (1) Drug 1: CC1C(C(CC(O1)OC2CC(CC3=C2C(=C4C(=C3O)C(=O)C5=C(C4=O)C(=CC=C5)OC)O)(C(=O)C)O)N)O.Cl. Drug 2: C1C(C(OC1N2C=C(C(=O)NC2=O)F)CO)O. Cell line: SNB-75. Synergy scores: CSS=38.3, Synergy_ZIP=-7.73, Synergy_Bliss=-6.49, Synergy_Loewe=-9.82, Synergy_HSA=-4.39. (2) Drug 1: CNC(=O)C1=CC=CC=C1SC2=CC3=C(C=C2)C(=NN3)C=CC4=CC=CC=N4. Drug 2: C1C(C(OC1N2C=C(C(=O)NC2=O)F)CO)O. Cell line: IGROV1. Synergy scores: CSS=28.0, Synergy_ZIP=-5.78, Synergy_Bliss=0.570, Synergy_Loewe=-14.4, Synergy_HSA=0.669. (3) Drug 1: C1CC(=O)NC(=O)C1N2CC3=C(C2=O)C=CC=C3N. Drug 2: CC(C)CN1C=NC2=C1C3=CC=CC=C3N=C2N. Cell line: HT29. Synergy scores: CSS=0.572, Synergy_ZIP=0.939, Synergy_Bliss=1.77, Synergy_Loewe=0.484, Synergy_HSA=-0.686.